This data is from Full USPTO retrosynthesis dataset with 1.9M reactions from patents (1976-2016). The task is: Predict the reactants needed to synthesize the given product. (1) Given the product [CH2:1]([NH:5][C:6]1[N:11]=[C:10]2[N:12]([CH2:13][CH2:14][CH2:15][N:16]3[CH2:21][CH2:20][CH2:19][CH2:18][CH2:17]3)[C:35]([NH:34][C:31]3[CH:32]=[CH:33][C:28]([C:25](=[O:27])[CH3:26])=[CH:29][CH:30]=3)=[N:22][C:9]2=[CH:8][CH:7]=1)[CH2:2][CH2:3][CH3:4], predict the reactants needed to synthesize it. The reactants are: [CH2:1]([NH:5][C:6]1[N:11]=[C:10]([NH:12][CH2:13][CH2:14][CH2:15][N:16]2[CH2:21][CH2:20][CH2:19][CH2:18][CH2:17]2)[C:9]([N+:22]([O-])=O)=[CH:8][CH:7]=1)[CH2:2][CH2:3][CH3:4].[C:25]([C:28]1[CH:33]=[CH:32][C:31]([N:34]=[C:35]=S)=[CH:30][CH:29]=1)(=[O:27])[CH3:26]. (2) Given the product [Br:13][C:14]1[CH:19]=[CH:18][N:17]([CH2:20][CH2:21][CH2:22][CH3:23])[C:16](=[O:24])[CH:15]=1, predict the reactants needed to synthesize it. The reactants are: C(N1C=CC(O)=CC1=O)CCC.[Br:13][C:14]1[CH:19]=[CH:18][N:17]([CH2:20][CH:21]2[CH2:23][CH2:22]2)[C:16](=[O:24])[CH:15]=1. (3) Given the product [Cl:1][C:2]1[C:7]([Cl:8])=[CH:6][C:5]2[NH:9][C:16](=[O:17])[NH:10][C:4]=2[CH:3]=1, predict the reactants needed to synthesize it. The reactants are: [Cl:1][C:2]1[CH:3]=[C:4]([NH2:10])[C:5]([NH2:9])=[CH:6][C:7]=1[Cl:8].C1N=CN([C:16](N2C=NC=C2)=[O:17])C=1.O. (4) Given the product [C:14]([O:13][C:12]([N:11]([C:19]1[CH:20]=[CH:21][C:22]([O:25][CH2:26][CH3:27])=[CH:23][CH:24]=1)[C:6]1[N:5]2[N:28]=[CH:29][CH:30]=[C:4]2[N:3]=[C:2]([Cl:1])[C:7]=1[CH2:8][C:9]([OH:32])=[O:10])=[O:18])([CH3:16])([CH3:15])[CH3:17], predict the reactants needed to synthesize it. The reactants are: [Cl:1][C:2]1[C:7]([CH2:8][CH:9]=[O:10])=[C:6]([N:11]([C:19]2[CH:24]=[CH:23][C:22]([O:25][CH2:26][CH3:27])=[CH:21][CH:20]=2)[C:12](=[O:18])[O:13][C:14]([CH3:17])([CH3:16])[CH3:15])[N:5]2[N:28]=[CH:29][CH:30]=[C:4]2[N:3]=1.P([O-])(O)(O)=[O:32].[Na+].CC(=CC)C.Cl([O-])=O.[Na+].